The task is: Binary Classification. Given a miRNA mature sequence and a target amino acid sequence, predict their likelihood of interaction.. This data is from Experimentally validated miRNA-target interactions with 360,000+ pairs, plus equal number of negative samples. Result: 1 (interaction). The miRNA is mmu-miR-3087-3p with sequence UAACUCACUGUCAUGUCCUCA. The protein sequence of the target gene is MAAPVPRGLSSLYRTLGWWSRQPILVTQSTTVVQVKTKSRFRPPTPEPKYKTEKEFLEYARKAGLVIPQERLERPIHLACTAGIFDPYVPPEGDARMSSLSKEGLTQRTERLRKNAASQLAIRKIREFDANFKTKDFPEKAKDIFIEAHLCLNNSDHDRLHTLVTEHCFPDMVWDLKYKTVRWGFVESLEPAQVVHVRCSGLVNQSNMYGQVTVRLHTRQTLAIYDRFGRLMYGQEDVPKDVLEYVVFERHLMNPYGSWRMHAKIVPAWAPPKQPILKTLMIPGPQLKPWEEYEETQGEA....